Dataset: NCI-60 drug combinations with 297,098 pairs across 59 cell lines. Task: Regression. Given two drug SMILES strings and cell line genomic features, predict the synergy score measuring deviation from expected non-interaction effect. (1) Drug 1: C1=CC=C(C(=C1)C(C2=CC=C(C=C2)Cl)C(Cl)Cl)Cl. Drug 2: C1=CN(C=N1)CC(O)(P(=O)(O)O)P(=O)(O)O. Cell line: UO-31. Synergy scores: CSS=-4.23, Synergy_ZIP=9.48, Synergy_Bliss=16.3, Synergy_Loewe=-1.02, Synergy_HSA=0.924. (2) Drug 1: C1C(C(OC1N2C=C(C(=O)NC2=O)F)CO)O. Drug 2: CC1CCCC2(C(O2)CC(NC(=O)CC(C(C(=O)C(C1O)C)(C)C)O)C(=CC3=CSC(=N3)C)C)C. Cell line: SNB-19. Synergy scores: CSS=39.2, Synergy_ZIP=-6.16, Synergy_Bliss=-6.06, Synergy_Loewe=-10.9, Synergy_HSA=-3.05. (3) Drug 1: COC1=CC(=CC(=C1O)OC)C2C3C(COC3=O)C(C4=CC5=C(C=C24)OCO5)OC6C(C(C7C(O6)COC(O7)C8=CC=CS8)O)O. Drug 2: CCCCC(=O)OCC(=O)C1(CC(C2=C(C1)C(=C3C(=C2O)C(=O)C4=C(C3=O)C=CC=C4OC)O)OC5CC(C(C(O5)C)O)NC(=O)C(F)(F)F)O. Cell line: SR. Synergy scores: CSS=43.7, Synergy_ZIP=-7.07, Synergy_Bliss=-12.8, Synergy_Loewe=-18.6, Synergy_HSA=-10.6. (4) Drug 1: CC12CCC3C(C1CCC2=O)CC(=C)C4=CC(=O)C=CC34C. Drug 2: C1=NC2=C(N=C(N=C2N1C3C(C(C(O3)CO)O)F)Cl)N. Cell line: ACHN. Synergy scores: CSS=47.8, Synergy_ZIP=0.738, Synergy_Bliss=2.04, Synergy_Loewe=-7.51, Synergy_HSA=4.27. (5) Drug 1: CC1=C(C(=O)C2=C(C1=O)N3CC4C(C3(C2COC(=O)N)OC)N4)N. Drug 2: CC(C)CN1C=NC2=C1C3=CC=CC=C3N=C2N. Cell line: SNB-75. Synergy scores: CSS=20.5, Synergy_ZIP=-0.623, Synergy_Bliss=1.36, Synergy_Loewe=-6.82, Synergy_HSA=-0.598. (6) Drug 1: CCCS(=O)(=O)NC1=C(C(=C(C=C1)F)C(=O)C2=CNC3=C2C=C(C=N3)C4=CC=C(C=C4)Cl)F. Drug 2: C1=NC2=C(N1)C(=S)N=CN2. Cell line: SNB-19. Synergy scores: CSS=0.864, Synergy_ZIP=-2.08, Synergy_Bliss=-2.94, Synergy_Loewe=-16.0, Synergy_HSA=-5.64.